This data is from Reaction yield outcomes from USPTO patents with 853,638 reactions. The task is: Predict the reaction yield, written as a fraction of the theoretical maximum amount of product (1.0 means a 100% yield; for example, 0.34 means a 34% yield). (1) The reactants are [Br:1][C:2]1[CH:7]=[CH:6][C:5]([C:8](=NN(C)C)[C:9](=[O:14])[C:10]([F:13])([F:12])[F:11])=[CH:4][CH:3]=1.S(=O)(=O)(O)[OH:20]. No catalyst specified. The product is [Br:1][C:2]1[CH:7]=[CH:6][C:5]([C:8](=[O:20])[C:9](=[O:14])[C:10]([F:13])([F:12])[F:11])=[CH:4][CH:3]=1. The yield is 0.920. (2) The reactants are [F:1][C:2]1[CH:7]=[CH:6][C:5]([C:8]2[NH:9][CH:10]=[CH:11][C:12]=2[C:13]2[CH:18]=[CH:17][N:16]=[CH:15][CH:14]=2)=[CH:4][CH:3]=1.C([Li])CCC.CCCCCC.O([Si:38]([CH:45]([CH3:47])[CH3:46])([CH:42]([CH3:44])[CH3:43])[CH:39]([CH3:41])[CH3:40])S(C(F)(F)F)(=O)=O. The catalyst is O1CCCC1. The product is [F:1][C:2]1[CH:3]=[CH:4][C:5]([C:8]2[N:9]([Si:38]([CH:45]([CH3:47])[CH3:46])([CH:42]([CH3:44])[CH3:43])[CH:39]([CH3:41])[CH3:40])[CH:10]=[CH:11][C:12]=2[C:13]2[CH:18]=[CH:17][N:16]=[CH:15][CH:14]=2)=[CH:6][CH:7]=1. The yield is 1.00.